Dataset: Peptide-MHC class I binding affinity with 185,985 pairs from IEDB/IMGT. Task: Regression. Given a peptide amino acid sequence and an MHC pseudo amino acid sequence, predict their binding affinity value. This is MHC class I binding data. (1) The MHC is HLA-A26:01 with pseudo-sequence HLA-A26:01. The peptide sequence is FTHREQLFM. The binding affinity (normalized) is 0.623. (2) The peptide sequence is LIPETVPYI. The MHC is HLA-B44:03 with pseudo-sequence HLA-B44:03. The binding affinity (normalized) is 0.